Task: Predict which catalyst facilitates the given reaction.. Dataset: Catalyst prediction with 721,799 reactions and 888 catalyst types from USPTO (1) Reactant: [F:1][C:2]([F:26])([F:25])[S:3]([C:6]1[CH:7]=[C:8]([CH:22]=[CH:23][CH:24]=1)[NH:9][C:10]([C:12]1[CH:21]=[CH:20][C:15]([C:16](OC)=[O:17])=[CH:14][CH:13]=1)=[O:11])(=[O:5])=[O:4].O.[NH2:28][NH2:29]. Product: [NH:28]([C:16]([C:15]1[CH:20]=[CH:21][C:12]([C:10]([NH:9][C:8]2[CH:22]=[CH:23][CH:24]=[C:6]([S:3]([C:2]([F:26])([F:25])[F:1])(=[O:5])=[O:4])[CH:7]=2)=[O:11])=[CH:13][CH:14]=1)=[O:17])[NH2:29]. The catalyst class is: 14. (2) Reactant: [Cl:1][C:2](Cl)([O:4]C(=O)OC(Cl)(Cl)Cl)Cl.[F:13][C:14]([F:49])([F:48])[C:15]1[CH:16]=[C:17]([CH:25]([C:42]2[N:43]=[N:44][N:45]([CH3:47])[N:46]=2)[N:26]2[C:35]3[C:30](=[CH:31][CH:32]=[C:33]([C:36]([F:39])([F:38])[F:37])[CH:34]=3)[NH:29][CH:28]([CH2:40][CH3:41])[CH2:27]2)[CH:18]=[C:19]([C:21]([F:24])([F:23])[F:22])[CH:20]=1.CCN(C(C)C)C(C)C. Product: [F:24][C:21]([F:22])([F:23])[C:19]1[CH:18]=[C:17]([CH:25]([C:42]2[N:43]=[N:44][N:45]([CH3:47])[N:46]=2)[N:26]2[C:35]3[C:30](=[CH:31][CH:32]=[C:33]([C:36]([F:38])([F:37])[F:39])[CH:34]=3)[N:29]([C:2]([Cl:1])=[O:4])[CH:28]([CH2:40][CH3:41])[CH2:27]2)[CH:16]=[C:15]([C:14]([F:49])([F:48])[F:13])[CH:20]=1. The catalyst class is: 2. (3) Reactant: [C:1]([N:5]1[CH2:10][CH2:9][N:8]([C:11]2[C:20]3[C:15](=[C:16]([F:30])[C:17]([C:22]4[C:27]([OH:28])=[CH:26][CH:25]=[CH:24][C:23]=4[F:29])=[C:18]([Cl:21])[CH:19]=3)[N:14]=[CH:13][C:12]=2[C:31]([NH2:33])=O)[CH2:7][CH2:6]1)(=[O:4])[CH:2]=[CH2:3].C(OC(C(F)(F)F)=O)(C(F)(F)F)=O.C([O-])(O)=O.[Na+]. Product: [C:1]([N:5]1[CH2:10][CH2:9][N:8]([C:11]2[C:20]3[C:15](=[C:16]([F:30])[C:17]([C:22]4[C:27]([OH:28])=[CH:26][CH:25]=[CH:24][C:23]=4[F:29])=[C:18]([Cl:21])[CH:19]=3)[N:14]=[CH:13][C:12]=2[C:31]#[N:33])[CH2:7][CH2:6]1)(=[O:4])[CH:2]=[CH2:3]. The catalyst class is: 4.